Task: Predict which catalyst facilitates the given reaction.. Dataset: Catalyst prediction with 721,799 reactions and 888 catalyst types from USPTO (1) Reactant: CN(C=O)C.[C:6]([Cl:11])(=O)[C:7](Cl)=O.[N:12]1[C:17]2[CH:18]=[CH:19][S:20][C:16]=2C(=O)N[CH:13]=1.O. Product: [Cl:11][C:6]1[CH:7]=[CH:13][N:12]=[C:17]2[CH:18]=[CH:19][S:20][C:16]=12. The catalyst class is: 2. (2) Reactant: [Br:1][C:2]1[CH:3]=[C:4](N)[CH:5]=[C:6]([CH3:8])[CH:7]=1.N([O-])=O.[Na+].[S:14](=[O:16])=[O:15].[ClH:17]. Product: [Br:1][C:2]1[CH:3]=[C:4]([S:14]([Cl:17])(=[O:16])=[O:15])[CH:5]=[C:6]([CH3:8])[CH:7]=1. The catalyst class is: 211. (3) Reactant: [CH3:1][C:2]1[CH:3]=[C:4]2[C:12](=[CH:13][CH:14]=1)[NH:11][C:10]1[CH:9]([NH:15][C@H:16]([C:18]3[CH:23]=[CH:22][CH:21]=[CH:20][CH:19]=3)[CH3:17])[CH2:8][CH2:7][CH2:6][C:5]2=1.[ClH:24]. Product: [ClH:24].[CH3:1][C:2]1[CH:3]=[C:4]2[C:12](=[CH:13][CH:14]=1)[NH:11][C:10]1[C@@H:9]([NH:15][C@H:16]([C:18]3[CH:19]=[CH:20][CH:21]=[CH:22][CH:23]=3)[CH3:17])[CH2:8][CH2:7][CH2:6][C:5]2=1. The catalyst class is: 5. (4) Reactant: N([C:8]([O:10][CH2:11][CH3:12])=[O:9])=N[C:8]([O:10][CH2:11][CH3:12])=[O:9].[CH2:13]([O:15][C:16](=[O:29])[C@@H:17]([O:26][CH2:27][CH3:28])[CH2:18][C:19]1[CH:24]=[CH:23][C:22]([OH:25])=[CH:21][CH:20]=1)[CH3:14].O[CH2:31]/[CH:32]=[C:33](\[CH3:49])/[C:34]#[C:35][C:36]1[CH:41]=[CH:40][C:39]([C:42]#[C:43]/[C:44](/[CH3:48])=[CH:45]/[CH2:46][OH:47])=[CH:38][CH:37]=1.[C:63]1(P([C:63]2[CH:68]=[CH:67][CH:66]=[CH:65][CH:64]=2)[C:63]2[CH:68]=[CH:67][CH:66]=[CH:65][CH:64]=2)[CH:68]=[CH:67][CH:66]=[CH:65][CH:64]=1. Product: [CH2:11]([O:10][C:8](=[O:9])[C@@H:13]([O:15][CH2:16][CH3:17])[CH2:14][C:63]1[CH:64]=[CH:65][C:66]([O:47][CH2:46]/[CH:45]=[C:44](\[CH3:48])/[C:43]#[C:42][C:39]2[CH:40]=[CH:41][C:36]([C:35]#[C:34]/[C:33](/[CH3:49])=[CH:32]/[CH2:31][O:25][C:22]3[CH:21]=[CH:20][C:19]([CH2:18][C@H:17]([O:26][CH2:27][CH3:28])[C:16]([O:15][CH2:13][CH3:14])=[O:29])=[CH:24][CH:23]=3)=[CH:37][CH:38]=2)=[CH:67][CH:68]=1)[CH3:12]. The catalyst class is: 20. (5) Reactant: [F:1][C:2]1[CH:9]=[C:8]([F:10])[CH:7]=[C:6]([F:11])[C:3]=1[CH2:4][NH2:5].[Cl:12][C:13]1[N:18]=[C:17](Cl)[CH:16]=[CH:15][N:14]=1.CCN(C(C)C)C(C)C. Product: [Cl:12][C:13]1[N:18]=[C:17]([NH:5][CH2:4][C:3]2[C:2]([F:1])=[CH:9][C:8]([F:10])=[CH:7][C:6]=2[F:11])[CH:16]=[CH:15][N:14]=1. The catalyst class is: 41.